Dataset: Reaction yield outcomes from USPTO patents with 853,638 reactions. Task: Predict the reaction yield, written as a fraction of the theoretical maximum amount of product (1.0 means a 100% yield; for example, 0.34 means a 34% yield). (1) The yield is 0.500. The catalyst is CN(C=O)C. The product is [Br:8][C:9]1[CH:10]=[CH:11][C:12]([C:15]2[C:19]3[CH2:20][N:21]([S:32]([CH3:31])(=[O:34])=[O:33])[CH2:22][CH2:23][C:18]=3[NH:17][N:16]=2)=[CH:13][CH:14]=1. The reactants are FC(F)(F)C([O-])=O.[Br:8][C:9]1[CH:14]=[CH:13][C:12]([C:15]2[C:19]3[CH2:20][NH:21][CH2:22][CH2:23][C:18]=3[NH2+:17][N:16]=2)=[CH:11][CH:10]=1.CCN(CC)CC.[CH3:31][S:32](Cl)(=[O:34])=[O:33]. (2) The reactants are [S:1]1(=[O:7])(=[O:6])[CH:5]=[CH:4][CH2:3][NH:2]1.[CH3:8][O-:9].[Na+]. The catalyst is CO. The product is [CH3:8][O:9][CH:4]1[CH2:5][S:1](=[O:7])(=[O:6])[NH:2][CH2:3]1. The yield is 0.130.